Dataset: Retrosynthesis with 50K atom-mapped reactions and 10 reaction types from USPTO. Task: Predict the reactants needed to synthesize the given product. (1) The reactants are: BrCCOc1ccc2c(-c3ccc(Br)cc3)nsc2c1.CNCCO. Given the product CN(CCO)CCOc1ccc2c(-c3ccc(Br)cc3)nsc2c1, predict the reactants needed to synthesize it. (2) The reactants are: COC(=O)[C@@H]1CCCCN1C(=O)c1cc2ccccc2cc1NC(=O)Nc1c(C)cc(C)cc1C. Given the product Cc1cc(C)c(NC(=O)Nc2cc3ccccc3cc2C(=O)N2CCCC[C@H]2C(=O)O)c(C)c1, predict the reactants needed to synthesize it. (3) The reactants are: COC(=O)c1ccc2c(C)c3c(nc2c1)CCCC3. Given the product Cc1c2c(nc3cc(C(=O)O)ccc13)CCCC2, predict the reactants needed to synthesize it. (4) The reactants are: Nn1nc(C(F)(F)F)c2ccccc2c1=O.O=C(O)CSC12CC3CC(CC(C3)C1)C2. Given the product O=C(CSC12CC3CC(CC(C3)C1)C2)Nn1nc(C(F)(F)F)c2ccccc2c1=O, predict the reactants needed to synthesize it. (5) Given the product CC(C)(C)OC(=O)N1CCN(C2=NC(=O)C(=Cc3ccc4c(c3)c(Cl)nn4Cc3ccc(C(F)(F)F)cc3C(F)(F)F)S2)C[C@@H]1CO, predict the reactants needed to synthesize it. The reactants are: CC(C)(C)OC(=O)N1CCN(C2=NC(=O)CS2)C[C@@H]1CO.O=Cc1ccc2c(c1)c(Cl)nn2Cc1ccc(C(F)(F)F)cc1C(F)(F)F. (6) Given the product C[Si](C)(C)C#Cc1c[nH]c(=O)[nH]c1=O, predict the reactants needed to synthesize it. The reactants are: C#C[Si](C)(C)C.O=c1[nH]cc(I)c(=O)[nH]1.